This data is from Forward reaction prediction with 1.9M reactions from USPTO patents (1976-2016). The task is: Predict the product of the given reaction. (1) Given the reactants [CH3:1][C:2]1([C:9]2[CH:14]=[CH:13][CH:12]=[CH:11][N:10]=2)[NH:6][C:5](=[O:7])[NH:4][C:3]1=[O:8].Br[CH2:16][C:17]([C:19]1[CH:24]=[CH:23][CH:22]=[CH:21][CH:20]=1)=[O:18], predict the reaction product. The product is: [CH3:1][C:2]1([C:9]2[CH:14]=[CH:13][CH:12]=[CH:11][N:10]=2)[NH:6][C:5](=[O:7])[N:4]([CH2:16][C:17](=[O:18])[C:19]2[CH:24]=[CH:23][CH:22]=[CH:21][CH:20]=2)[C:3]1=[O:8]. (2) Given the reactants [Br:1][C:2]1[C:18]([Cl:19])=[CH:17][C:5]([O:6][C:7]2[C:12]([C:13]([OH:15])=O)=[CH:11][N:10]=[C:9]([CH3:16])[CH:8]=2)=[C:4]([Cl:20])[CH:3]=1.C(N(C(C)C)C(C)C)C.F[P-](F)(F)(F)(F)F.N1(OC(N(C)C)=[N+](C)C)C2N=CC=CC=2N=N1.[CH:54]1([N:57]2[C:66]3[C:61](=[CH:62][CH:63]=[CH:64][CH:65]=3)[NH:60][CH2:59][CH2:58]2)[CH2:56][CH2:55]1.C(=O)(O)[O-].[Na+], predict the reaction product. The product is: [Br:1][C:2]1[C:18]([Cl:19])=[CH:17][C:5]([O:6][C:7]2[CH:8]=[C:9]([CH3:16])[N:10]=[CH:11][C:12]=2[C:13]([N:60]2[C:61]3[C:66](=[CH:65][CH:64]=[CH:63][CH:62]=3)[N:57]([CH:54]3[CH2:56][CH2:55]3)[CH2:58][CH2:59]2)=[O:15])=[C:4]([Cl:20])[CH:3]=1.